Dataset: Full USPTO retrosynthesis dataset with 1.9M reactions from patents (1976-2016). Task: Predict the reactants needed to synthesize the given product. (1) Given the product [ClH:29].[ClH:29].[NH2:8][CH:9]([C:21]1[CH:22]=[CH:23][C:24]([O:27][CH3:28])=[CH:25][CH:26]=1)[C:10]([O:12][C@@H:13]1[CH:18]2[CH2:17][CH2:16][N:15]([CH2:20][CH2:19]2)[CH2:14]1)=[O:11], predict the reactants needed to synthesize it. The reactants are: C(OC([NH:8][CH:9]([C:21]1[CH:26]=[CH:25][C:24]([O:27][CH3:28])=[CH:23][CH:22]=1)[C:10]([O:12][C@@H:13]1[CH:18]2[CH2:19][CH2:20][N:15]([CH2:16][CH2:17]2)[CH2:14]1)=[O:11])=O)(C)(C)C.[ClH:29]. (2) Given the product [CH2:12]=[C:11]([C:2]1[CH:3]=[C:4]([C@@H:8]([OH:10])[CH3:9])[CH:5]=[N:6][CH:7]=1)[CH3:13], predict the reactants needed to synthesize it. The reactants are: Br[C:2]1[CH:3]=[C:4]([C@@H:8]([OH:10])[CH3:9])[CH:5]=[N:6][CH:7]=1.[C:11]([B-](F)(F)F)([CH3:13])=[CH2:12].[K+].CCN(CC)CC.C(Cl)Cl. (3) Given the product [CH:17]1([O:1][C:2]2[CH:7]=[CH:6][CH:5]=[CH:4][C:3]=2[C:8]2[CH:9]=[CH:10][C:11](=[O:15])[N:12]([CH3:14])[N:13]=2)[CH2:21][CH2:20][CH2:19][CH2:18]1, predict the reactants needed to synthesize it. The reactants are: [OH:1][C:2]1[CH:7]=[CH:6][CH:5]=[CH:4][C:3]=1[C:8]1[CH:9]=[CH:10][C:11](=[O:15])[N:12]([CH3:14])[N:13]=1.Br[CH:17]1[CH2:21][CH2:20][CH2:19][CH2:18]1.[H-].[Na+].